The task is: Predict the product of the given reaction.. This data is from Forward reaction prediction with 1.9M reactions from USPTO patents (1976-2016). Given the reactants CS(Cl)(=O)=O.[CH2:6]([N:8](CC)[CH2:9]C)C.O[CH2:14][C@@H:15]1[CH2:19][CH2:18][CH2:17][N:16]1[C:20]([O:22][C:23]([CH3:26])([CH3:25])[CH3:24])=[O:21].[I-].[Na+].Cl.CNC.C(=O)([O-])[O-].[K+].[K+], predict the reaction product. The product is: [CH3:6][N:8]([CH2:14][C@@H:15]1[CH2:19][CH2:18][CH2:17][N:16]1[C:20]([O:22][C:23]([CH3:26])([CH3:25])[CH3:24])=[O:21])[CH3:9].